This data is from Peptide-MHC class II binding affinity with 134,281 pairs from IEDB. The task is: Regression. Given a peptide amino acid sequence and an MHC pseudo amino acid sequence, predict their binding affinity value. This is MHC class II binding data. (1) The peptide sequence is KHTDACCRTHDMC. The MHC is DRB1_0701 with pseudo-sequence DRB1_0701. The binding affinity (normalized) is 0. (2) The peptide sequence is LAECARRRLRTLVLA. The binding affinity (normalized) is 0.471. The MHC is HLA-DQA10201-DQB10301 with pseudo-sequence HLA-DQA10201-DQB10301. (3) The peptide sequence is DISWESDAEITGSSERV. The MHC is DRB1_0405 with pseudo-sequence DRB1_0405. The binding affinity (normalized) is 0. (4) The peptide sequence is ISSYFVGKMYFNL. The MHC is H-2-IAd with pseudo-sequence H-2-IAd. The binding affinity (normalized) is 0.362. (5) The peptide sequence is PRCWLIRNGSYLNTS. The MHC is DRB1_0701 with pseudo-sequence DRB1_0701. The binding affinity (normalized) is 0.447. (6) The peptide sequence is VWGQKYFKGNFERLA. The MHC is HLA-DQA10401-DQB10402 with pseudo-sequence HLA-DQA10401-DQB10402. The binding affinity (normalized) is 0.310. (7) The peptide sequence is TEKGMKNVFDDVVPE. The MHC is HLA-DQA10101-DQB10501 with pseudo-sequence HLA-DQA10101-DQB10501. The binding affinity (normalized) is 0.368. (8) The peptide sequence is GENGRKTRSAYERMC. The MHC is DRB3_0101 with pseudo-sequence DRB3_0101. The binding affinity (normalized) is 0. (9) The peptide sequence is TILPLMALLTPVTMA. The MHC is DRB5_0101 with pseudo-sequence DRB5_0101. The binding affinity (normalized) is 0.797. (10) The peptide sequence is NGPMAVSMTGVMRGN. The MHC is DRB1_0801 with pseudo-sequence DRB1_0801. The binding affinity (normalized) is 0.477.